Dataset: Forward reaction prediction with 1.9M reactions from USPTO patents (1976-2016). Task: Predict the product of the given reaction. (1) Given the reactants [CH2:1]([O:8][C:9]([N:11]([CH2:18][C:19]1[CH:24]=[CH:23][CH:22]=[C:21]([Br:25])[N:20]=1)[CH2:12][C:13]([O:15]CC)=[O:14])=[O:10])[C:2]1[CH:7]=[CH:6][CH:5]=[CH:4][CH:3]=1.[OH-].[K+].Cl, predict the reaction product. The product is: [CH2:1]([O:8][C:9]([N:11]([CH2:18][C:19]1[CH:24]=[CH:23][CH:22]=[C:21]([Br:25])[N:20]=1)[CH2:12][C:13]([OH:15])=[O:14])=[O:10])[C:2]1[CH:3]=[CH:4][CH:5]=[CH:6][CH:7]=1. (2) Given the reactants N[C@@H](C(O)=O)[CH2:3][C:4]1[N:8]=[CH:7][NH:6][CH:5]=1.Br[C:13]1[CH:18]=[CH:17][C:16]([C:19]2[C:20](=[O:42])[N:21]([CH2:28][C:29]([NH:31][C:32]3[CH:37]=[CH:36][CH:35]=[C:34]([C:38]([F:41])([F:40])[F:39])[CH:33]=3)=[O:30])[C:22]3([CH2:27][CH2:26][O:25][CH2:24]3)[N:23]=2)=[CH:15][CH:14]=1.CC1N=CNC=1.C(=O)([O-])[O-].[K+].[K+].C(=O)(O)[O-].[Na+], predict the reaction product. The product is: [CH3:3][C:4]1[N:8]=[CH:7][N:6]([C:13]2[CH:18]=[CH:17][C:16]([C:19]3[C:20](=[O:42])[N:21]([CH2:28][C:29]([NH:31][C:32]4[CH:37]=[CH:36][CH:35]=[C:34]([C:38]([F:41])([F:40])[F:39])[CH:33]=4)=[O:30])[C:22]4([CH2:27][CH2:26][O:25][CH2:24]4)[N:23]=3)=[CH:15][CH:14]=2)[CH:5]=1.